From a dataset of Full USPTO retrosynthesis dataset with 1.9M reactions from patents (1976-2016). Predict the reactants needed to synthesize the given product. (1) The reactants are: [CH3:1][C@@H:2]([NH:12][CH2:13][C@H:14]([OH:25])[C:15]1[CH:20]=[CH:19][C:18]([OH:21])=[C:17]([NH:22][CH:23]=[O:24])[CH:16]=1)[CH2:3][C:4]1[CH:9]=[CH:8][C:7]([O:10][CH3:11])=[CH:6][CH:5]=1.[C@H:26]([OH:35])([C:32]([OH:34])=[O:33])[C@@H:27]([OH:31])[C:28]([OH:30])=[O:29].[C:36](#[N:38])[CH3:37]. Given the product [CH3:1][C@@H:2]([NH:12][CH2:13][C@H:14]([OH:25])[C:15]1[CH:20]=[CH:19][C:18]([OH:21])=[C:17]([NH:22][CH:23]=[O:24])[CH:16]=1)[CH2:3][C:4]1[CH:9]=[CH:8][C:7]([O:10][CH3:11])=[CH:6][CH:5]=1.[C:28]([C@@H:27]([C@H:26]([C:32]([O-:34])=[O:33])[OH:35])[OH:31])([O-:30])=[O:29].[C:36](#[N:38])[CH3:37], predict the reactants needed to synthesize it. (2) The reactants are: Br[C:2]1[CH:3]=[C:4]([NH:10][C:11]2[CH:16]=[C:15]([CH3:17])[CH:14]=[C:13]([CH3:18])[N:12]=2)[C:5]([C:8]#[N:9])=[N:6][CH:7]=1.[NH2:19][CH2:20][CH:21]([NH:26][C:27](=[O:33])[O:28][C:29]([CH3:32])([CH3:31])[CH3:30])[C:22]([NH:24][CH3:25])=[O:23].CC1(C)C2C(=C(P(C3C=CC=CC=3)C3C=CC=CC=3)C=CC=2)OC2C(P(C3C=CC=CC=3)C3C=CC=CC=3)=CC=CC1=2.C(=O)([O-])[O-].[Cs+].[Cs+]. Given the product [C:8]([C:5]1[N:6]=[CH:7][C:2]([NH:19][CH2:20][CH:21]([NH:26][C:27](=[O:33])[O:28][C:29]([CH3:31])([CH3:30])[CH3:32])[C:22]([NH:24][CH3:25])=[O:23])=[CH:3][C:4]=1[NH:10][C:11]1[CH:16]=[C:15]([CH3:17])[CH:14]=[C:13]([CH3:18])[N:12]=1)#[N:9], predict the reactants needed to synthesize it. (3) Given the product [N:24]1[CH:25]=[CH:26][CH:27]=[C:22]([O:21][C:16]2[N:15]=[C:14]([NH:13][C:5]3[CH:4]=[C:3]([O:2][CH3:1])[C:8]([O:9][CH3:10])=[C:7]([O:11][CH3:12])[CH:6]=3)[CH:19]=[N:18][CH:17]=2)[CH:23]=1, predict the reactants needed to synthesize it. The reactants are: [CH3:1][O:2][C:3]1[CH:4]=[C:5]([NH:13][C:14]2[CH:19]=[N:18][CH:17]=[C:16](Cl)[N:15]=2)[CH:6]=[C:7]([O:11][CH3:12])[C:8]=1[O:9][CH3:10].[OH:21][C:22]1[CH:23]=[N:24][CH:25]=[CH:26][CH:27]=1. (4) Given the product [CH2:1]([O:8][C:9]1[CH:17]=[C:16]([O:18][CH2:19][C:20]2[CH:21]=[CH:22][CH:23]=[CH:24][CH:25]=2)[C:15]([CH:26]([CH3:28])[CH3:27])=[CH:14][C:10]=1[C:11]([NH:31][N:32]1[CH2:37][CH2:36][CH2:35][CH2:34][CH2:33]1)=[O:12])[C:2]1[CH:3]=[CH:4][CH:5]=[CH:6][CH:7]=1, predict the reactants needed to synthesize it. The reactants are: [CH2:1]([O:8][C:9]1[CH:17]=[C:16]([O:18][CH2:19][C:20]2[CH:25]=[CH:24][CH:23]=[CH:22][CH:21]=2)[C:15]([CH:26]([CH3:28])[CH3:27])=[CH:14][C:10]=1[C:11](O)=[O:12])[C:2]1[CH:7]=[CH:6][CH:5]=[CH:4][CH:3]=1.ON1[C:34]2[CH:35]=[CH:36][CH:37]=C[C:33]=2[N:32]=[N:31]1.NN1CCCCC1.Cl.C(N=C=NCCCN(C)C)C.C(N(CC)CC)C. (5) Given the product [CH3:1][S:2]([C:5]1[CH:10]=[CH:9][C:8]([NH:11][CH:12]2[CH2:17][CH2:16][N:15]([C:18](=[S:52])[CH2:19][CH2:20][CH2:21][N:22]3[CH2:27][CH2:26][N:25]([C:28]4[CH:33]=[CH:32][C:31]([C:34]([F:37])([F:36])[F:35])=[CH:30][CH:29]=4)[CH2:24][CH2:23]3)[CH2:14][CH2:13]2)=[CH:7][C:6]=1[C:39]([F:42])([F:41])[F:40])(=[O:4])=[O:3], predict the reactants needed to synthesize it. The reactants are: [CH3:1][S:2]([C:5]1[CH:10]=[CH:9][C:8]([NH:11][CH:12]2[CH2:17][CH2:16][N:15]([C:18](=O)[CH2:19][CH2:20][CH2:21][N:22]3[CH2:27][CH2:26][N:25]([C:28]4[CH:33]=[CH:32][C:31]([C:34]([F:37])([F:36])[F:35])=[CH:30][CH:29]=4)[CH2:24][CH2:23]3)[CH2:14][CH2:13]2)=[CH:7][C:6]=1[C:39]([F:42])([F:41])[F:40])(=[O:4])=[O:3].COC1C=CC(P2(SP(C3C=CC(OC)=CC=3)(=S)S2)=[S:52])=CC=1. (6) Given the product [C:46]1([NH:45][C:15]([C:14]2[CH:13]=[C:12]([C@@H:10]3[CH2:11][C@H:9]3[NH:8][C:6](=[O:7])[O:5][C:1]([CH3:2])([CH3:3])[CH3:4])[CH:20]=[CH:19][CH:18]=2)=[O:17])[CH:51]=[CH:50][CH:49]=[CH:48][CH:47]=1, predict the reactants needed to synthesize it. The reactants are: [C:1]([O:5][C:6]([NH:8][C@@H:9]1[CH2:11][C@H:10]1[C:12]1[CH:13]=[C:14]([CH:18]=[CH:19][CH:20]=1)[C:15]([OH:17])=O)=[O:7])([CH3:4])([CH3:3])[CH3:2].F[P-](F)(F)(F)(F)F.N1(OC(N(C)C)=[N+](C)C)C2N=CC=CC=2N=N1.[NH2:45][C:46]1[CH:51]=[CH:50][CH:49]=[CH:48][CH:47]=1.C(N(CC)CC)C. (7) Given the product [CH3:16][O:15][C:13]1[CH:12]=[CH:11][C:10]([O:17][CH2:18][O:19][CH3:20])=[C:9]([O:8][CH3:7])[CH:14]=1, predict the reactants needed to synthesize it. The reactants are: C([O-])([O-])=O.[K+].[K+].[CH3:7][O:8][C:9]1[CH:14]=[C:13]([O:15][CH3:16])[CH:12]=[CH:11][C:10]=1[OH:17].[CH3:18][O:19][CH2:20]Cl. (8) Given the product [CH3:19][N:18]1[C:17]2[CH:20]=[CH:21][CH:22]=[CH:23][C:16]=2[N:15]=[C:14]1[C:12]([N:10]1[CH2:11][CH:8]([C:3]2[C:2]([N:24]3[CH2:29][CH2:28][CH2:27][CH2:26][CH2:25]3)=[N:7][CH:6]=[CH:5][N:4]=2)[CH2:9]1)=[O:13], predict the reactants needed to synthesize it. The reactants are: Cl[C:2]1[C:3]([CH:8]2[CH2:11][N:10]([C:12]([C:14]3[N:18]([CH3:19])[C:17]4[CH:20]=[CH:21][CH:22]=[CH:23][C:16]=4[N:15]=3)=[O:13])[CH2:9]2)=[N:4][CH:5]=[CH:6][N:7]=1.[NH:24]1[CH2:29][CH2:28][CH2:27][CH2:26][CH2:25]1.C(N(CC)CC)C.CS(C)=O.